From a dataset of Full USPTO retrosynthesis dataset with 1.9M reactions from patents (1976-2016). Predict the reactants needed to synthesize the given product. (1) The reactants are: [Br:1][C:2]1[CH:9]=[CH:8][CH:7]=[C:6]([N+:10]([O-])=O)[C:3]=1[C:4]#[N:5]. Given the product [NH2:10][C:6]1[CH:7]=[CH:8][CH:9]=[C:2]([Br:1])[C:3]=1[C:4]#[N:5], predict the reactants needed to synthesize it. (2) Given the product [CH2:3]([O:7][C:9]1[CH:14]=[C:13]([CH2:15][C:16]2[C:21]([F:22])=[C:20]([CH3:23])[CH:19]=[CH:18][C:17]=2[Cl:24])[N:12]=[CH:11][N:10]=1)[C:4]#[C:5][CH3:6], predict the reactants needed to synthesize it. The reactants are: [H-].[Na+].[CH2:3]([OH:7])[C:4]#[C:5][CH3:6].Cl[C:9]1[CH:14]=[C:13]([CH2:15][C:16]2[C:21]([F:22])=[C:20]([CH3:23])[CH:19]=[CH:18][C:17]=2[Cl:24])[N:12]=[CH:11][N:10]=1.[Cl-].[NH4+]. (3) Given the product [CH2:28]([C:7]1[CH:12]=[CH:11][C:10]([N:13]([C:20]2[CH:25]=[CH:24][CH:23]=[CH:22][CH:21]=2)[C:14]2[CH:19]=[CH:18][CH:17]=[CH:16][CH:15]=2)=[CH:9][CH:8]=1)[CH:27]=[CH2:26], predict the reactants needed to synthesize it. The reactants are: CCOCC.Br[C:7]1[CH:12]=[CH:11][C:10]([N:13]([C:20]2[CH:25]=[CH:24][CH:23]=[CH:22][CH:21]=2)[C:14]2[CH:19]=[CH:18][CH:17]=[CH:16][CH:15]=2)=[CH:9][CH:8]=1.[CH2:26]([Li])[CH2:27][CH2:28]C.C(Br)C=C. (4) Given the product [CH2:28]([NH:25][C:26]([NH:1][C:2]1[CH:3]=[CH:4][C:5]([O:18][C:19]2[CH:20]=[CH:21][CH:22]=[CH:23][CH:24]=2)=[C:6]([C:8]2[C:9]([O:16][CH3:17])=[CH:10][C:11](=[O:15])[N:12]([CH3:14])[N:13]=2)[CH:7]=1)=[O:27])[CH3:29], predict the reactants needed to synthesize it. The reactants are: [NH2:1][C:2]1[CH:3]=[CH:4][C:5]([O:18][C:19]2[CH:24]=[CH:23][CH:22]=[CH:21][CH:20]=2)=[C:6]([C:8]2[C:9]([O:16][CH3:17])=[CH:10][C:11](=[O:15])[N:12]([CH3:14])[N:13]=2)[CH:7]=1.[N:25]([CH2:28][CH3:29])=[C:26]=[O:27].C(N(CC)CC)C.